From a dataset of Peptide-MHC class I binding affinity with 185,985 pairs from IEDB/IMGT. Regression. Given a peptide amino acid sequence and an MHC pseudo amino acid sequence, predict their binding affinity value. This is MHC class I binding data. (1) The peptide sequence is LTFGWCFKL. The MHC is HLA-A68:01 with pseudo-sequence HLA-A68:01. The binding affinity (normalized) is 0.563. (2) The peptide sequence is MQIRGFVYF. The MHC is HLA-B44:02 with pseudo-sequence HLA-B44:02. The binding affinity (normalized) is 0.0847. (3) The peptide sequence is ETDDYMFFV. The MHC is HLA-B57:01 with pseudo-sequence HLA-B57:01. The binding affinity (normalized) is 0.507. (4) The peptide sequence is SSSFSFGGF. The MHC is SLA-20401 with pseudo-sequence SLA-20401. The binding affinity (normalized) is 0.329. (5) The peptide sequence is VAIDLDPVVY. The MHC is HLA-A01:01 with pseudo-sequence HLA-A01:01. The binding affinity (normalized) is 0.0372.